Dataset: Full USPTO retrosynthesis dataset with 1.9M reactions from patents (1976-2016). Task: Predict the reactants needed to synthesize the given product. (1) Given the product [F:14][C:15]1[N:20]=[CH:19][C:18]([C:21]2[CH:26]=[C:25]([C:27]([O:29][CH3:30])=[O:28])[CH:24]=[C:23]([CH:31]=[O:32])[N:22]=2)=[CH:17][CH:16]=1, predict the reactants needed to synthesize it. The reactants are: ClC1C=C(C=C(C=O)N=1)C(OC)=O.[F:14][C:15]1[N:20]=[CH:19][C:18]([C:21]2[CH:26]=[C:25]([C:27]([O:29][CH3:30])=[O:28])[CH:24]=[C:23]([C:31](O)=[O:32])[N:22]=2)=[CH:17][CH:16]=1. (2) Given the product [Br:17][C:18]1[CH:24]=[C:23]([S:25]([C:28]([F:29])([F:30])[F:31])(=[O:27])=[O:26])[CH:22]=[CH:21][C:19]=1[NH:20][C:8](=[O:10])[C:7]1[C:11]([CH3:15])=[C:12]([F:14])[CH:13]=[C:5]([C:1]([CH3:2])([CH3:3])[CH3:4])[C:6]=1[OH:16], predict the reactants needed to synthesize it. The reactants are: [C:1]([C:5]1[C:6]([OH:16])=[C:7]([C:11]([CH3:15])=[C:12]([F:14])[CH:13]=1)[C:8]([OH:10])=O)([CH3:4])([CH3:3])[CH3:2].[Br:17][C:18]1[CH:24]=[C:23]([S:25]([C:28]([F:31])([F:30])[F:29])(=[O:27])=[O:26])[CH:22]=[CH:21][C:19]=1[NH2:20]. (3) Given the product [CH2:1]([NH:4][C:6]1[N:7]=[C:8]([NH:16][CH2:17][C:18]([CH3:21])([CH3:20])[CH3:19])[C:9]2[S:14][CH:13]=[C:12]([CH3:15])[C:10]=2[N:11]=1)[CH:2]=[CH2:3], predict the reactants needed to synthesize it. The reactants are: [CH2:1]([NH2:4])[CH:2]=[CH2:3].Cl[C:6]1[N:7]=[C:8]([NH:16][CH2:17][C:18]([CH3:21])([CH3:20])[CH3:19])[C:9]2[S:14][CH:13]=[C:12]([CH3:15])[C:10]=2[N:11]=1. (4) Given the product [CH:1]1([CH2:7][NH:8][C:9](=[O:42])[CH2:10][CH2:11][C:12]2[C:13]([NH:32][CH2:33][C:34]3[CH:39]=[CH:38][C:37]([O:40][CH3:41])=[CH:36][CH:35]=3)=[N:14][C:15]3[C:20]([CH:21]=2)=[CH:19][C:18]([C:49]2[CH:54]=[CH:53][CH:52]=[CH:51][C:50]=2[CH3:55])=[C:17]([F:31])[CH:16]=3)[CH2:6][CH2:5][CH2:4][CH2:3][CH2:2]1, predict the reactants needed to synthesize it. The reactants are: [CH:1]1([CH2:7][NH:8][C:9](=[O:42])[CH2:10][CH2:11][C:12]2[C:13]([NH:32][CH2:33][C:34]3[CH:39]=[CH:38][C:37]([O:40][CH3:41])=[CH:36][CH:35]=3)=[N:14][C:15]3[C:20]([CH:21]=2)=[CH:19][C:18](B2OC(C)(C)C(C)(C)O2)=[C:17]([F:31])[CH:16]=3)[CH2:6][CH2:5][CH2:4][CH2:3][CH2:2]1.C([O-])(=O)C.[K+].Br[C:49]1[CH:54]=[CH:53][CH:52]=[CH:51][C:50]=1[CH3:55].